Predict the reaction yield, written as a fraction of the theoretical maximum amount of product (1.0 means a 100% yield; for example, 0.34 means a 34% yield). From a dataset of Reaction yield outcomes from USPTO patents with 853,638 reactions. The reactants are [C:1]1([NH:7][C:8]2[C:9]([NH2:14])=[CH:10][CH:11]=[CH:12][CH:13]=2)[CH:6]=[CH:5][CH:4]=[CH:3][CH:2]=1.[Br:15][C:16]1[CH:24]=[CH:23][CH:22]=[CH:21][C:17]=1[C:18](Cl)=[O:19].C(N(CC)CC)C.O. The catalyst is ClCCl. The product is [Br:15][C:16]1[CH:24]=[CH:23][CH:22]=[CH:21][C:17]=1[C:18]([NH:14][C:9]1[CH:10]=[CH:11][CH:12]=[CH:13][C:8]=1[NH:7][C:1]1[CH:2]=[CH:3][CH:4]=[CH:5][CH:6]=1)=[O:19]. The yield is 0.920.